From a dataset of CYP3A4 inhibition data for predicting drug metabolism from PubChem BioAssay. Regression/Classification. Given a drug SMILES string, predict its absorption, distribution, metabolism, or excretion properties. Task type varies by dataset: regression for continuous measurements (e.g., permeability, clearance, half-life) or binary classification for categorical outcomes (e.g., BBB penetration, CYP inhibition). Dataset: cyp3a4_veith. (1) The compound is O=c1c(-c2ccc(Cl)cc2)nc2cnc(Nc3ccccc3)nc2n1C1CC1. The result is 0 (non-inhibitor). (2) The drug is Cc1cc(N2C(=O)C(O)=C(C(=O)c3cccs3)C2c2cccc(O)c2)no1. The result is 0 (non-inhibitor). (3) The molecule is C/C(=N\NC(=O)c1cccc(F)c1)c1ccc(Br)s1. The result is 0 (non-inhibitor). (4) The molecule is CN1C(=C2C(=O)OC(C)(C)OC2=O)Sc2ccccc21. The result is 0 (non-inhibitor). (5) The compound is CN(C)CCn1c(C(=O)O)cc2ccccc21.Cl. The result is 0 (non-inhibitor).